This data is from Catalyst prediction with 721,799 reactions and 888 catalyst types from USPTO. The task is: Predict which catalyst facilitates the given reaction. (1) Reactant: Cl.[O:2]([NH2:4])[CH3:3].[CH3:5][O:6][C:7]1[CH:16]=[C:15]2[C:10]([CH2:11][C:12](=O)[CH2:13][O:14]2)=[CH:9][CH:8]=1. Product: [CH3:3][O:2][N:4]=[C:12]1[CH2:11][C:10]2[C:15](=[CH:16][C:7]([O:6][CH3:5])=[CH:8][CH:9]=2)[O:14][CH2:13]1. The catalyst class is: 17. (2) Reactant: C[O:2][C:3]1[N:8]=[C:7]([C:9]([F:12])([F:11])[F:10])[C:6]([N+:13]([O-:15])=[O:14])=[CH:5][CH:4]=1.Br. Product: [F:12][C:9]([F:10])([F:11])[C:7]1[N:8]=[C:3]([OH:2])[CH:4]=[CH:5][C:6]=1[N+:13]([O-:15])=[O:14]. The catalyst class is: 15. (3) Reactant: Br[C:2]1[CH:3]=[C:4]2[C:9](=[C:10]([OH:12])[CH:11]=1)[N:8]=[CH:7][NH:6][C:5]2=[O:13].C(N(CC)CC)C.[C:21]([O:24][CH2:25][CH3:26])(=[O:23])C.[C]=O. Product: [OH:12][C:10]1[CH:11]=[C:2]([C:21]([O:24][CH2:25][CH3:26])=[O:23])[CH:3]=[C:4]2[C:9]=1[N:8]=[CH:7][NH:6][C:5]2=[O:13]. The catalyst class is: 645. (4) The catalyst class is: 51. Product: [ClH:13].[C:1]1([C:7]2[N:8]3[C:9]([S:12][C:14]4[CH2:19][CH2:18][CH2:17][CH2:16][C:15]=43)=[N:10][CH:11]=2)[CH:2]=[CH:3][CH:4]=[CH:5][CH:6]=1. Reactant: [C:1]1([C:7]2[N:8]=[C:9]([SH:12])[NH:10][CH:11]=2)[CH:6]=[CH:5][CH:4]=[CH:3][CH:2]=1.[Cl:13][CH:14]1[CH2:19][CH2:18][CH2:17][CH2:16][C:15]1=O. (5) Reactant: Cl[CH2:2][C:3]1[CH:28]=[CH:27][C:6]([O:7][CH2:8][C:9]2[N:10]=[C:11]([C:15]3[CH:16]=[C:17]([CH2:21][C:22]([O:24][CH2:25][CH3:26])=[O:23])[CH:18]=[CH:19][CH:20]=3)[O:12][C:13]=2[CH3:14])=[C:5]([O:29][CH3:30])[CH:4]=1.[OH:31][C:32]1[C:36]([CH:37]=[O:38])=[CH:35][N:34]([C:39]2[CH:44]=[CH:43][CH:42]=[CH:41][CH:40]=2)[N:33]=1.C(=O)([O-])[O-].[K+].[K+].CN(C)C=O. Product: [CH:37]([C:36]1[C:32]([O:31][CH2:2][C:3]2[CH:28]=[CH:27][C:6]([O:7][CH2:8][C:9]3[N:10]=[C:11]([C:15]4[CH:16]=[C:17]([CH2:21][C:22]([O:24][CH2:25][CH3:26])=[O:23])[CH:18]=[CH:19][CH:20]=4)[O:12][C:13]=3[CH3:14])=[C:5]([O:29][CH3:30])[CH:4]=2)=[N:33][N:34]([C:39]2[CH:44]=[CH:43][CH:42]=[CH:41][CH:40]=2)[CH:35]=1)=[O:38]. The catalyst class is: 6.